This data is from Peptide-MHC class II binding affinity with 134,281 pairs from IEDB. The task is: Regression. Given a peptide amino acid sequence and an MHC pseudo amino acid sequence, predict their binding affinity value. This is MHC class II binding data. (1) The MHC is DRB1_0404 with pseudo-sequence DRB1_0404. The peptide sequence is PAKNIYSFNEIVALW. The binding affinity (normalized) is 0.409. (2) The peptide sequence is DLGRNEVVNDVSTFS. The MHC is DRB1_0901 with pseudo-sequence DRB1_0901. The binding affinity (normalized) is 0.132. (3) The peptide sequence is GELQIVDKIDAAFKQ. The MHC is DRB4_0101 with pseudo-sequence DRB4_0103. The binding affinity (normalized) is 0.691. (4) The peptide sequence is LRNSELCHICWKPLP. The MHC is DRB1_0101 with pseudo-sequence DRB1_0101. The binding affinity (normalized) is 0.0847. (5) The peptide sequence is KPVSKMRMATPLLMQALP. The MHC is HLA-DQA10102-DQB10602 with pseudo-sequence HLA-DQA10102-DQB10602. The binding affinity (normalized) is 0.722. (6) The peptide sequence is YDQFLANVSTVLTGK. The MHC is DRB1_1001 with pseudo-sequence DRB1_1001. The binding affinity (normalized) is 0.708. (7) The peptide sequence is LGQQQPFPPQQPYPQPQ. The MHC is HLA-DPA10201-DPB10501 with pseudo-sequence HLA-DPA10201-DPB10501. The binding affinity (normalized) is 0.307.